The task is: Predict the product of the given reaction.. This data is from Forward reaction prediction with 1.9M reactions from USPTO patents (1976-2016). The product is: [CH3:1][C:2]1[CH:12]=[N:11][C:5]2[N:6]([C:22](=[O:23])[CH:21]([O:20][C:19]3[CH:27]=[CH:28][C:16]([O:15][C:14]([F:30])([F:29])[F:13])=[CH:17][CH:18]=3)[CH2:25][CH3:26])[CH2:7][C:8](=[O:10])[NH:9][C:4]=2[CH:3]=1. Given the reactants [CH3:1][C:2]1[CH:12]=[N:11][C:5]2[NH:6][CH2:7][C:8](=[O:10])[NH:9][C:4]=2[CH:3]=1.[F:13][C:14]([F:30])([F:29])[O:15][C:16]1[CH:28]=[CH:27][C:19]([O:20][CH:21]([CH2:25][CH3:26])[C:22](O)=[O:23])=[CH:18][CH:17]=1.Cl.CN(C)CCCN=C=NCC.O.ON1C2C=CC=CC=2N=N1, predict the reaction product.